This data is from Forward reaction prediction with 1.9M reactions from USPTO patents (1976-2016). The task is: Predict the product of the given reaction. Given the reactants C(=O)([O-])[O-].[K+].[K+].F[C:8]1[CH:15]=[CH:14][C:11]([C:12]#[N:13])=[C:10]([C:16]([F:19])([F:18])[F:17])[CH:9]=1.[NH2:20][C@H:21]1[CH2:26][CH2:25][C@H:24]([OH:27])[CH2:23][CH2:22]1, predict the reaction product. The product is: [OH:27][C@H:24]1[CH2:25][CH2:26][C@H:21]([NH:20][C:8]2[CH:15]=[CH:14][C:11]([C:12]#[N:13])=[C:10]([C:16]([F:19])([F:18])[F:17])[CH:9]=2)[CH2:22][CH2:23]1.